Dataset: NCI-60 drug combinations with 297,098 pairs across 59 cell lines. Task: Regression. Given two drug SMILES strings and cell line genomic features, predict the synergy score measuring deviation from expected non-interaction effect. Drug 1: CCN(CC)CCNC(=O)C1=C(NC(=C1C)C=C2C3=C(C=CC(=C3)F)NC2=O)C. Drug 2: CC12CCC3C(C1CCC2OP(=O)(O)O)CCC4=C3C=CC(=C4)OC(=O)N(CCCl)CCCl.[Na+]. Cell line: HOP-62. Synergy scores: CSS=9.26, Synergy_ZIP=-0.530, Synergy_Bliss=-5.85, Synergy_Loewe=4.26, Synergy_HSA=-8.51.